From a dataset of Peptide-MHC class II binding affinity with 134,281 pairs from IEDB. Regression. Given a peptide amino acid sequence and an MHC pseudo amino acid sequence, predict their binding affinity value. This is MHC class II binding data. The peptide sequence is KIERWFVRNPFFAVT. The MHC is DRB1_0801 with pseudo-sequence DRB1_0801. The binding affinity (normalized) is 0.613.